This data is from Forward reaction prediction with 1.9M reactions from USPTO patents (1976-2016). The task is: Predict the product of the given reaction. (1) Given the reactants [CH3:1][O:2][CH2:3][O:4][CH:5]1[CH2:9][CH2:8][CH2:7][CH:6]1[OH:10].C[C:12](C)=[O:13].OS(O)(=O)=O.O=[Cr](=O)=O, predict the reaction product. The product is: [CH3:12][O:13][CH2:1][O:2][CH2:3][O:4][CH:5]1[CH2:9][CH2:8][CH2:7][C:6]1=[O:10]. (2) Given the reactants [C:1]1([CH:7]([O:9][C:10]([N:12]2[CH:16]=[CH:15][N:14]=[CH:13]2)=[O:11])[CH3:8])[CH:6]=[CH:5][CH:4]=[CH:3][CH:2]=1.Cl.Cl.N[CH:20]1[CH:25]2CCN(C[CH2:24]2)[CH2:21]1.C(=O)([O-])[O-].[Na+].[Na+], predict the reaction product. The product is: [C:1]1([CH:7]([O:9][C:10](=[O:11])[NH:12][CH:16]2[CH:25]3[CH2:24][CH2:13][N:14]([CH2:21][CH2:20]3)[CH2:15]2)[CH3:8])[CH:2]=[CH:3][CH:4]=[CH:5][CH:6]=1. (3) Given the reactants [NH2:1][C:2]1[CH:3]=[CH:4][C:5]([C:8]2[N:13]=[C:12]([OH:14])[CH:11]=[C:10]([C:15]([F:18])([F:17])[F:16])[N:9]=2)=[N:6][CH:7]=1.C(N(CC)CC)C.[Cl:26][CH2:27][C:28](Cl)=[O:29], predict the reaction product. The product is: [Cl:26][CH2:27][C:28]([NH:1][C:2]1[CH:7]=[N:6][C:5]([C:8]2[N:13]=[C:12]([OH:14])[CH:11]=[C:10]([C:15]([F:18])([F:17])[F:16])[N:9]=2)=[CH:4][CH:3]=1)=[O:29]. (4) Given the reactants C[Al](C)C.C(O[C:8](=[O:24])[C:9]1[CH:14]=[C:13]([C:15]#[C:16][C:17]2[CH:22]=[CH:21][CH:20]=[C:19]([F:23])[CH:18]=2)[CH:12]=[N:11][CH:10]=1)C.[CH3:25][NH:26][O:27][CH3:28].[C@H](O)(C([O-])=O)[C@@H](O)C([O-])=O.[Na+].[K+], predict the reaction product. The product is: [F:23][C:19]1[CH:18]=[C:17]([C:16]#[C:15][C:13]2[CH:12]=[N:11][CH:10]=[C:9]([CH:14]=2)[C:8]([N:26]([O:27][CH3:28])[CH3:25])=[O:24])[CH:22]=[CH:21][CH:20]=1.